This data is from Forward reaction prediction with 1.9M reactions from USPTO patents (1976-2016). The task is: Predict the product of the given reaction. Given the reactants [CH:1]1([N:6]2[CH2:11][CH2:10][N:9]([C:12]([C:14]3[CH:15]=[C:16]4[C:20](=[CH:21][CH:22]=3)[NH:19][C:18]([C:23]([N:25]3[CH2:30][CH2:29][C:28]([F:32])([F:31])[CH2:27][CH2:26]3)=[O:24])=[CH:17]4)=[O:13])[CH2:8][CH2:7]2)[CH2:5][CH2:4][CH2:3][CH2:2]1.[Cl:33][C:34]1[CH:39]=[CH:38][C:37](B(O)O)=[CH:36][CH:35]=1.N1C=CC=CC=1, predict the reaction product. The product is: [Cl:33][C:34]1[CH:39]=[CH:38][C:37]([N:19]2[C:20]3[C:16](=[CH:15][C:14]([C:12]([N:9]4[CH2:8][CH2:7][N:6]([CH:1]5[CH2:5][CH2:4][CH2:3][CH2:2]5)[CH2:11][CH2:10]4)=[O:13])=[CH:22][CH:21]=3)[CH:17]=[C:18]2[C:23]([N:25]2[CH2:26][CH2:27][C:28]([F:31])([F:32])[CH2:29][CH2:30]2)=[O:24])=[CH:36][CH:35]=1.